From a dataset of Full USPTO retrosynthesis dataset with 1.9M reactions from patents (1976-2016). Predict the reactants needed to synthesize the given product. (1) The reactants are: [S:1]1[C:13]2[C:12]3[CH:11]=[CH:10][CH:9]=[CH:8][C:7]=3[O:6][CH2:5][C:4]=2[CH:3]=[C:2]1[C:14]([OH:16])=[O:15].C([Li])(C)(C)C.[F:22]N(S(C1C=CC=CC=1)(=O)=O)S(C1C=CC=CC=1)(=O)=O. Given the product [F:22][C:3]1[C:4]2[CH2:5][O:6][C:7]3[CH:8]=[CH:9][CH:10]=[CH:11][C:12]=3[C:13]=2[S:1][C:2]=1[C:14]([OH:16])=[O:15], predict the reactants needed to synthesize it. (2) Given the product [C:15]([NH:3][C:2]1[NH:1][C:10](=[O:11])[C:9]2[NH:8][CH:7]=[N:6][C:5]=2[N:4]=1)(=[O:16])[CH:25]([CH3:26])[CH3:24], predict the reactants needed to synthesize it. The reactants are: [NH:1]1[C:10](=[O:11])[C:9]2[NH:8][CH:7]=[N:6][C:5]=2[N:4]=[C:2]1[NH2:3].CN([CH:15]=[O:16])C.C(N(CC)CC)C.[CH2:24](Cl)[C:25](Cl)(C)[CH3:26]. (3) Given the product [CH2:1]([C:5]1[CH:10]=[CH:9][C:8]([N:11]([CH2:12][CH:13]([CH3:15])[CH3:14])[S:18]([C:21]2[CH:26]=[CH:25][C:24]([O:27][CH2:28][CH2:29][C:30]([OH:32])=[O:31])=[C:23]([CH3:33])[CH:22]=2)(=[O:20])=[O:19])=[C:7]([CH3:16])[CH:6]=1)[CH2:2][CH2:3][CH3:4], predict the reactants needed to synthesize it. The reactants are: [CH2:1]([C:5]1[CH:10]=[CH:9][C:8]([NH:11][CH2:12][CH:13]([CH3:15])[CH3:14])=[C:7]([CH3:16])[CH:6]=1)[CH2:2][CH2:3][CH3:4].Cl[S:18]([C:21]1[CH:26]=[CH:25][C:24]([O:27][CH2:28][CH2:29][C:30]([OH:32])=[O:31])=[C:23]([CH3:33])[CH:22]=1)(=[O:20])=[O:19].